Task: Predict the product of the given reaction.. Dataset: Forward reaction prediction with 1.9M reactions from USPTO patents (1976-2016) Given the reactants [C:1]([NH:5][S:6]([CH2:9][CH2:10][CH2:11]Cl)(=[O:8])=[O:7])([CH3:4])([CH3:3])[CH3:2].[Li][CH2:14][CH2:15][CH2:16][CH3:17].CI, predict the reaction product. The product is: [C:1]([NH:5][S:6]([C:9]1([CH3:14])[CH2:11][CH2:10]1)(=[O:8])=[O:7])([CH3:4])([CH3:3])[CH3:2].[CH3:14][C:15]1([S:6]([NH2:5])(=[O:8])=[O:7])[CH2:17][CH2:16]1.